From a dataset of Full USPTO retrosynthesis dataset with 1.9M reactions from patents (1976-2016). Predict the reactants needed to synthesize the given product. (1) Given the product [CH2:1]([O:3][C:4]([N:6]1[C:15]2[C:10](=[N:11][C:12]([O:16][CH3:17])=[CH:13][CH:14]=2)[C@@H:9]([NH:18][C:43]2[CH:42]=[N:41][C:40]([C:38]([O:37][CH2:30][C:31]3[CH:36]=[CH:35][CH:34]=[CH:33][CH:32]=3)=[O:39])=[CH:45][N:44]=2)[CH2:8][C@H:7]1[CH2:19][CH3:20])=[O:5])[CH3:2], predict the reactants needed to synthesize it. The reactants are: [CH2:1]([O:3][C:4]([N:6]1[C:15]2[C:10](=[N:11][C:12]([O:16][CH3:17])=[CH:13][CH:14]=2)[C@@H:9]([NH2:18])[CH2:8][C@H:7]1[CH2:19][CH3:20])=[O:5])[CH3:2].C(N(C(C)C)CC)(C)C.[CH2:30]([O:37][C:38]([C:40]1[CH:45]=[N:44][C:43](Cl)=[CH:42][N:41]=1)=[O:39])[C:31]1[CH:36]=[CH:35][CH:34]=[CH:33][CH:32]=1. (2) Given the product [CH3:27][N:13]([CH3:12])[C:14](=[O:26])[CH2:15][CH:16]1[CH2:25][CH2:24][C:19](=[O:20])[CH2:18][CH2:17]1, predict the reactants needed to synthesize it. The reactants are: C1(C)C=CC(S(O)(=O)=O)=CC=1.[CH3:12][N:13]([CH3:27])[C:14](=[O:26])[CH2:15][CH:16]1[CH2:25][CH2:24][C:19]2(OCC[O:20]2)[CH2:18][CH2:17]1. (3) Given the product [Br:11][C:12]1[CH:13]=[CH:14][C:15]([N+:18]([O-:20])=[O:19])=[C:16]([NH:10][CH2:9][C:6]2[N:7]=[N:8][C:3]([Cl:2])=[CH:4][CH:5]=2)[CH:17]=1, predict the reactants needed to synthesize it. The reactants are: Br.[Cl:2][C:3]1[N:8]=[N:7][C:6]([CH2:9][NH2:10])=[CH:5][CH:4]=1.[Br:11][C:12]1[CH:17]=[CH:16][C:15]([N+:18]([O-:20])=[O:19])=[C:14](F)[CH:13]=1.CCN(C(C)C)C(C)C. (4) Given the product [CH:5]1([C:3]2[N:19]=[C:18]([C:13]3[CH:14]=[CH:15][CH:16]=[CH:17][C:12]=3[NH2:11])[S:20][CH:2]=2)[CH2:10][CH2:9][CH2:8][CH2:7][CH2:6]1, predict the reactants needed to synthesize it. The reactants are: Br[CH2:2][C:3]([CH:5]1[CH2:10][CH2:9][CH2:8][CH2:7][CH2:6]1)=O.[NH2:11][C:12]1[CH:17]=[CH:16][CH:15]=[CH:14][C:13]=1[C:18](=[S:20])[NH2:19]. (5) Given the product [CH3:28][N:27]([CH3:29])[S:24]([C:21]1[CH:20]=[CH:19][C:18]([O:1][C:2]2[C:3]3[C:7]([CH:8]=[C:9]([C:11]([O:13][CH2:14][CH3:15])=[O:12])[CH:10]=2)=[N:6][N:5]([CH3:16])[CH:4]=3)=[CH:23][CH:22]=1)(=[O:25])=[O:26], predict the reactants needed to synthesize it. The reactants are: [OH:1][C:2]1[C:3]2[C:7]([CH:8]=[C:9]([C:11]([O:13][CH2:14][CH3:15])=[O:12])[CH:10]=1)=[N:6][N:5]([CH3:16])[CH:4]=2.F[C:18]1[CH:23]=[CH:22][C:21]([S:24]([N:27]([CH3:29])[CH3:28])(=[O:26])=[O:25])=[CH:20][CH:19]=1.C(=O)([O-])[O-].[Cs+].[Cs+]. (6) Given the product [C:10]([CH:1]1[C:9]2[C:4](=[CH:5][CH:6]=[CH:7][CH:8]=2)[CH:3]=[CH:2]1)([CH3:13])([CH3:12])[CH3:11], predict the reactants needed to synthesize it. The reactants are: [CH2:1]1[C:9]2[C:4](=[CH:5][CH:6]=[CH:7][CH:8]=2)[CH:3]=[CH:2]1.[C:10](Br)([CH3:13])([CH3:12])[CH3:11]. (7) Given the product [F:32][C:33]([F:37])([F:36])[CH2:34][O:1][C:2]1[CH:3]=[C:4]([C:18]2([C:22]([O:24][CH3:25])=[O:23])[CH2:21][CH2:20][CH2:19]2)[CH:5]=[C:6]([C:8]2[CH:13]=[CH:12][C:11]([C:14]([F:15])([F:16])[F:17])=[CH:10][CH:9]=2)[CH:7]=1, predict the reactants needed to synthesize it. The reactants are: [OH:1][C:2]1[CH:3]=[C:4]([C:18]2([C:22]([O:24][CH3:25])=[O:23])[CH2:21][CH2:20][CH2:19]2)[CH:5]=[C:6]([C:8]2[CH:13]=[CH:12][C:11]([C:14]([F:17])([F:16])[F:15])=[CH:10][CH:9]=2)[CH:7]=1.C([O-])([O-])=O.[K+].[K+].[F:32][C:33]([F:37])([F:36])[CH2:34]I. (8) Given the product [C:6]([N:8]1[CH2:12][C:11](=[CH:13][C:14]#[N:15])[CH2:10][C@H:9]1[C:16]([NH:39][CH2:38][C:28]1[C:37]2[C:32](=[CH:33][CH:34]=[CH:35][CH:36]=2)[CH:31]=[CH:30][CH:29]=1)=[O:18])(=[O:7])[C:20]1[CH:25]=[CH:24][CH:23]=[CH:22][CH:21]=1, predict the reactants needed to synthesize it. The reactants are: C(O[C:6]([N:8]1[CH2:12][C:11](=[CH:13][C:14]#[N:15])[CH2:10][C@H:9]1[C:16]([OH:18])=O)=[O:7])(C)(C)C.C(Cl)(=O)[C:20]1[CH:25]=[CH:24][CH:23]=[CH:22][CH:21]=1.[C:28]1([CH2:38][NH2:39])[C:37]2[C:32](=[CH:33][CH:34]=[CH:35][CH:36]=2)[CH:31]=[CH:30][CH:29]=1. (9) Given the product [F:13][C:8]1[CH:9]=[CH:10][CH:11]=[CH:12][C:7]=1[N:6]1[C:2]([S:31][C:25]2[CH:30]=[CH:29][CH:28]=[CH:27][CH:26]=2)=[CH:3][C:4]([C:14]([O:16][CH2:17][CH3:18])=[O:15])=[N:5]1, predict the reactants needed to synthesize it. The reactants are: Br[C:2]1[N:6]([C:7]2[CH:12]=[CH:11][CH:10]=[CH:9][C:8]=2[F:13])[N:5]=[C:4]([C:14]([O:16][CH2:17][CH3:18])=[O:15])[CH:3]=1.C(=O)([O-])[O-].[K+].[K+].[C:25]1([SH:31])[CH:30]=[CH:29][CH:28]=[CH:27][CH:26]=1.